This data is from Catalyst prediction with 721,799 reactions and 888 catalyst types from USPTO. The task is: Predict which catalyst facilitates the given reaction. (1) Reactant: Br[C:2]1[CH:7]=[CH:6][C:5]([Br:8])=[CH:4][N:3]=1.C([Li])CCC.CN(C)[CH:16]=[O:17].[Cl-].[NH4+]. Product: [Br:8][C:5]1[CH:6]=[CH:7][C:2]([CH:16]=[O:17])=[N:3][CH:4]=1. The catalyst class is: 93. (2) Product: [CH2:45]([O:44][C:42]([N:36]1[CH2:41][CH2:40][N:39]([C:10](=[O:12])[C@@H:9]([NH:13][C:14]([C:16]2[CH:20]=[C:19]([O:21][CH2:22][C:23](=[O:28])[C:24]([CH3:27])([CH3:26])[CH3:25])[N:18]([C:29]3[CH:34]=[CH:33][CH:32]=[CH:31][CH:30]=3)[N:17]=2)=[O:15])[CH2:8][CH2:7][C:6]([O:5][C:1]([CH3:2])([CH3:4])[CH3:3])=[O:35])[CH2:38][CH2:37]1)=[O:43])[C:46]1[CH:51]=[CH:50][CH:49]=[CH:48][CH:47]=1. The catalyst class is: 39. Reactant: [C:1]([O:5][C:6](=[O:35])[CH2:7][CH2:8][C@H:9]([NH:13][C:14]([C:16]1[CH:20]=[C:19]([O:21][CH2:22][C:23](=[O:28])[C:24]([CH3:27])([CH3:26])[CH3:25])[N:18]([C:29]2[CH:34]=[CH:33][CH:32]=[CH:31][CH:30]=2)[N:17]=1)=[O:15])[C:10]([OH:12])=O)([CH3:4])([CH3:3])[CH3:2].[N:36]1([C:42]([O:44][CH2:45][C:46]2[CH:51]=[CH:50][CH:49]=[CH:48][CH:47]=2)=[O:43])[CH2:41][CH2:40][NH:39][CH2:38][CH2:37]1.C(N1CCOCC1)C.[B-](F)(F)(F)F.CCOC(C(C#N)=NOC(N(C)C)=[N+](C)C)=O. (3) Reactant: Cl.[S:2]1[C:6]([C@H:7]2[NH:12][CH2:11][C@H:10]([N:13]([O:17][CH2:18][C:19]3[CH:24]=[CH:23][CH:22]=[CH:21][CH:20]=3)[C:14](Cl)=[O:15])[CH2:9][CH2:8]2)=[N:5][CH:4]=[N:3]1. Product: [CH2:18]([O:17][N:13]1[C:14](=[O:15])[N:12]2[CH2:11][C@H:10]1[CH2:9][CH2:8][C@H:7]2[C:6]1[S:2][N:3]=[CH:4][N:5]=1)[C:19]1[CH:24]=[CH:23][CH:22]=[CH:21][CH:20]=1. The catalyst class is: 2. (4) Reactant: Cl[CH2:2][CH2:3][CH2:4][O:5][C:6]([N:8]1[CH2:12][CH:11]([N:13]([CH2:15][C:16]2[CH:21]=[CH:20][C:19]([C:22]([F:25])([F:24])[F:23])=[C:18]([F:26])[CH:17]=2)[CH3:14])[CH:10]([C:27]2[CH:32]=[CH:31][C:30]([Cl:33])=[C:29]([Cl:34])[CH:28]=2)[CH2:9]1)=[O:7].[C-:35]#[N:36].[K+]. Product: [C:35]([CH2:2][CH2:3][CH2:4][O:5][C:6]([N:8]1[CH2:12][CH:11]([N:13]([CH2:15][C:16]2[CH:21]=[CH:20][C:19]([C:22]([F:23])([F:24])[F:25])=[C:18]([F:26])[CH:17]=2)[CH3:14])[CH:10]([C:27]2[CH:32]=[CH:31][C:30]([Cl:33])=[C:29]([Cl:34])[CH:28]=2)[CH2:9]1)=[O:7])#[N:36]. The catalyst class is: 3. (5) Reactant: [F:1][C:2]1[CH:7]=[CH:6][C:5]([C:8](=[O:14])[CH2:9][C:10]([O:12][CH3:13])=[O:11])=[CH:4][CH:3]=1.[Br:15]Br.C([O-])([O-])=O.[K+].[K+]. Product: [Br:15][CH:9]([C:8]([C:5]1[CH:4]=[CH:3][C:2]([F:1])=[CH:7][CH:6]=1)=[O:14])[C:10]([O:12][CH3:13])=[O:11]. The catalyst class is: 2. (6) Reactant: Cl.[C:2]([O:6][C:7](=[O:11])[CH2:8][NH:9][CH3:10])([CH3:5])([CH3:4])[CH3:3].[C:12]([Cl:15])(Cl)=[O:13]. Product: [Cl:15][C:12]([N:9]([CH3:10])[CH2:8][C:7]([O:6][C:2]([CH3:5])([CH3:4])[CH3:3])=[O:11])=[O:13]. The catalyst class is: 11. (7) Reactant: [Cl:1][C:2]1[CH:7]=[C:6]([Cl:8])[CH:5]=[CH:4][C:3]=1[C:9]1[C:14]([NH2:15])=[C:13]([C:16]2[CH:21]=[CH:20][C:19]([O:22]C)=[CH:18][CH:17]=2)[N:12]=[CH:11][N:10]=1.B(Br)(Br)Br.CO.O. Product: [NH2:15][C:14]1[C:13]([C:16]2[CH:21]=[CH:20][C:19]([OH:22])=[CH:18][CH:17]=2)=[N:12][CH:11]=[N:10][C:9]=1[C:3]1[CH:4]=[CH:5][C:6]([Cl:8])=[CH:7][C:2]=1[Cl:1]. The catalyst class is: 2.